Dataset: Forward reaction prediction with 1.9M reactions from USPTO patents (1976-2016). Task: Predict the product of the given reaction. (1) Given the reactants [CH2:1]([O:5][CH2:6][C:7]1[CH:12]=[CH:11][C:10]([CH2:13]O)=[CH:9][CH:8]=1)[CH2:2][CH2:3][CH3:4].C1(P(C2C=CC=CC=2)C2C=CC=CC=2)C=CC=CC=1.C(Cl)(Cl)(Cl)[Cl:35], predict the reaction product. The product is: [CH2:1]([O:5][CH2:6][C:7]1[CH:12]=[CH:11][C:10]([CH2:13][Cl:35])=[CH:9][CH:8]=1)[CH2:2][CH2:3][CH3:4]. (2) The product is: [C:43]([O:42][CH2:41][C@@H:15]([O:14][C:1](=[O:13])[CH2:2][CH2:3][CH2:4][CH2:5][CH2:6][CH2:7][CH2:8][CH2:9][CH2:10][CH2:11][CH3:12])[CH2:16][S:17][CH2:18][C@H:19]([NH:20][C:21]([O:22][CH2:23][CH:24]1[C:25]2[CH:26]=[CH:27][CH:28]=[CH:29][C:30]=2[C:31]2[C:36]1=[CH:35][CH:34]=[CH:33][CH:32]=2)=[O:37])[C:38]([NH:56][CH2:57][CH2:58][C:59]1[CH:60]=[CH:61][C:62]([O:63][CH2:64][CH2:65][CH2:66][P:67]([O:68][CH2:69][CH3:70])([O:71][CH2:72][CH3:73])=[O:74])=[CH:75][CH:76]=1)=[O:39])(=[O:55])[CH2:44][CH2:45][CH2:46][CH2:47][CH2:48][CH2:49][CH2:50][CH2:51][CH2:52][CH2:53][CH3:54]. Given the reactants [C:1]([O:14][C@H:15]([CH2:41][O:42][C:43](=[O:55])[CH2:44][CH2:45][CH2:46][CH2:47][CH2:48][CH2:49][CH2:50][CH2:51][CH2:52][CH2:53][CH3:54])[CH2:16][S:17][CH2:18][C@@H:19]([C:38](O)=[O:39])[NH:20][C:21](=[O:37])[O:22][CH2:23][CH:24]1[C:36]2[CH:35]=[CH:34][CH:33]=[CH:32][C:31]=2[C:30]2[C:25]1=[CH:26][CH:27]=[CH:28][CH:29]=2)(=[O:13])[CH2:2][CH2:3][CH2:4][CH2:5][CH2:6][CH2:7][CH2:8][CH2:9][CH2:10][CH2:11][CH3:12].[NH2:56][CH2:57][CH2:58][C:59]1[CH:76]=[CH:75][C:62]([O:63][CH2:64][CH2:65][CH2:66][P:67](=[O:74])([O:71][CH2:72][CH3:73])[O:68][CH2:69][CH3:70])=[CH:61][CH:60]=1.CCN(C(C)C)C(C)C.CN(C(ON1N=NC2C=CC=CC1=2)=[N+](C)C)C.F[P-](F)(F)(F)(F)F, predict the reaction product.